Dataset: Catalyst prediction with 721,799 reactions and 888 catalyst types from USPTO. Task: Predict which catalyst facilitates the given reaction. (1) Reactant: C.N[CH:3]=[CH:4][C:5]1[CH:10]=[CH:9][CH:8]=[CH:7][CH:6]=1.[N:11]([O-])=O.[Na+]. Product: [NH2:11][C:8]1[CH:9]=[CH:10][C:5]([CH:4]=[CH2:3])=[CH:6][CH:7]=1. The catalyst class is: 6. (2) Reactant: [Br:1][C:2]1[CH:3]=[C:4]([C@H:9]([CH:14]2[CH2:17][N:16]([C@@H:18]([C:28]3[CH:33]=[CH:32][C:31]([Cl:34])=[CH:30][CH:29]=3)[C:19]3[CH:20]=[C:21]([CH:25]=[CH:26][CH:27]=3)[C:22]([OH:24])=[O:23])[CH2:15]2)[C:10]([F:13])([CH3:12])[CH3:11])[CH:5]=[C:6]([F:8])[CH:7]=1.Cl.[CH3:36][CH2:37]O. Product: [Br:1][C:2]1[CH:3]=[C:4]([C@H:9]([CH:14]2[CH2:17][N:16]([C@@H:18]([C:28]3[CH:29]=[CH:30][C:31]([Cl:34])=[CH:32][CH:33]=3)[C:19]3[CH:20]=[C:21]([CH:25]=[CH:26][CH:27]=3)[C:22]([O:24][CH2:36][CH3:37])=[O:23])[CH2:15]2)[C:10]([F:13])([CH3:11])[CH3:12])[CH:5]=[C:6]([F:8])[CH:7]=1. The catalyst class is: 12. (3) Reactant: C([O-])(=O)C.[K+].[B:15]1([B:15]2[O:19][C:18]([CH3:21])([CH3:20])[C:17]([CH3:23])([CH3:22])[O:16]2)[O:19][C:18]([CH3:21])([CH3:20])[C:17]([CH3:23])([CH3:22])[O:16]1.Br[C:25]1[CH:30]=[CH:29][C:28]([C:31]([OH:34])([CH3:33])[CH3:32])=[C:27]([F:35])[CH:26]=1.C(Cl)Cl. Product: [F:35][C:27]1[CH:26]=[C:25]([B:15]2[O:16][C:17]([CH3:22])([CH3:23])[C:18]([CH3:20])([CH3:21])[O:19]2)[CH:30]=[CH:29][C:28]=1[C:31]([OH:34])([CH3:32])[CH3:33]. The catalyst class is: 12.